The task is: Predict the reactants needed to synthesize the given product.. This data is from Full USPTO retrosynthesis dataset with 1.9M reactions from patents (1976-2016). (1) Given the product [C:11]([C:13]1([NH:16][C:17]([C@H:19]2[CH2:23][C@H:22]([S:24]([C:27]3[CH:32]=[CH:31][C:30]([C:6]4[C:2]([CH3:1])=[N:3][O:4][C:5]=4[CH3:10])=[CH:29][C:28]=3[C:34]([F:37])([F:35])[F:36])(=[O:26])=[O:25])[CH2:21][C@@H:20]2[O:38][CH:39]([CH3:41])[CH3:40])=[O:18])[CH2:15][CH2:14]1)#[N:12], predict the reactants needed to synthesize it. The reactants are: [CH3:1][C:2]1[C:6](B(O)O)=[C:5]([CH3:10])[O:4][N:3]=1.[C:11]([C:13]1([NH:16][C:17]([C@H:19]2[CH2:23][C@H:22]([S:24]([C:27]3[CH:32]=[CH:31][C:30](Br)=[CH:29][C:28]=3[C:34]([F:37])([F:36])[F:35])(=[O:26])=[O:25])[CH2:21][C@@H:20]2[O:38][CH:39]([CH3:41])[CH3:40])=[O:18])[CH2:15][CH2:14]1)#[N:12].C(C1(NC([C@H]2C[C@H](S(C3C=CC(Br)=CC=3C(F)(F)F)(=O)=O)C[C@@H]2OC)=O)CC1)#N. (2) Given the product [CH3:1][C:2]1[CH:7]=[CH:6][CH:5]=[CH:4][C:3]=1[N:8]1[CH:13]=[CH:12][CH:11]=[C:10]([C:14]([OH:16])=[O:15])[C:9]1=[O:18], predict the reactants needed to synthesize it. The reactants are: [CH3:1][C:2]1[CH:7]=[CH:6][CH:5]=[CH:4][C:3]=1[N:8]1[CH:13]=[CH:12][CH:11]=[C:10]([C:14]([O:16]C)=[O:15])[C:9]1=[O:18].[OH-].[Na+].Cl.